Dataset: Catalyst prediction with 721,799 reactions and 888 catalyst types from USPTO. Task: Predict which catalyst facilitates the given reaction. (1) Reactant: [NH2:1][C:2]1[CH:7]=[CH:6][C:5]([Cl:8])=[CH:4][C:3]=1[C:9]1[CH:17]=[C:16]2[N:12]([C@H:13]([C:18]([OH:20])=[O:19])[CH2:14][CH2:15]2)[C:11](=[O:21])[CH:10]=1.[CH:22](OC)(OC)OC.[N-:29]=[N+:30]=[N-:31].[Na+].N([O-])=O.[Na+]. Product: [Cl:8][C:5]1[CH:6]=[CH:7][C:2]([N:1]2[CH:22]=[N:31][N:30]=[N:29]2)=[C:3]([C:9]2[CH:17]=[C:16]3[N:12]([C@H:13]([C:18]([OH:20])=[O:19])[CH2:14][CH2:15]3)[C:11](=[O:21])[CH:10]=2)[CH:4]=1. The catalyst class is: 211. (2) Reactant: [O:1]=[C:2]1[N:7]([CH2:8][C:9]([OH:11])=O)[N:6]=[N:5][C:4]2[CH:12]=[CH:13][CH:14]=[CH:15][C:3]1=2.C1C=CC2N(O)N=NC=2C=1.C(Cl)CCl.[Br:30][C:31]1[CH:36]=[CH:35][C:34]([C@@H:37]([NH2:39])[CH3:38])=[CH:33][CH:32]=1.CCN(C(C)C)C(C)C. Product: [Br:30][C:31]1[CH:36]=[CH:35][C:34]([C@@H:37]([NH:39][C:9](=[O:11])[CH2:8][N:7]2[C:2](=[O:1])[C:3]3[CH:15]=[CH:14][CH:13]=[CH:12][C:4]=3[N:5]=[N:6]2)[CH3:38])=[CH:33][CH:32]=1. The catalyst class is: 3.